From a dataset of Forward reaction prediction with 1.9M reactions from USPTO patents (1976-2016). Predict the product of the given reaction. (1) Given the reactants Br[C:2]1[CH:3]=[C:4]2[N:10]=[CH:9][N:8]([CH2:11][C:12]3[CH:28]=[CH:27][C:15]4[N:16]=[C:17]([NH:19][C@@H:20]5[CH2:25][CH2:24][CH2:23][CH2:22][C@H:21]5[OH:26])[S:18][C:14]=4[CH:13]=3)[C:5]2=[N:6][CH:7]=1.C([Sn](CCCC)(CCCC)[C:34]([O:36][CH2:37][CH3:38])=[CH2:35])CCC, predict the reaction product. The product is: [CH2:37]([O:36][C:34]([C:2]1[CH:3]=[C:4]2[N:10]=[CH:9][N:8]([CH2:11][C:12]3[CH:28]=[CH:27][C:15]4[N:16]=[C:17]([NH:19][C@@H:20]5[CH2:25][CH2:24][CH2:23][CH2:22][C@H:21]5[OH:26])[S:18][C:14]=4[CH:13]=3)[C:5]2=[N:6][CH:7]=1)=[CH2:35])[CH3:38]. (2) Given the reactants [CH3:1][O:2][C:3](=[O:7])[CH2:4][CH2:5]Br.C(N(CC)CC)C.[CH3:15][O:16][C:17]1[CH:22]=[CH:21][C:20]([C:23]2[C:31]3[C:30]([NH:32][CH:33]4[CH2:38][CH2:37][CH2:36][NH:35][CH2:34]4)=[N:29][CH:28]=[N:27][C:26]=3[O:25][C:24]=2[C:39]2[CH:44]=[CH:43][CH:42]=[CH:41][CH:40]=2)=[CH:19][CH:18]=1, predict the reaction product. The product is: [CH3:1][O:2][C:3](=[O:7])[CH:4]([N:35]1[CH2:36][CH2:37][CH2:38][CH:33]([NH:32][C:30]2[C:31]3[C:23]([C:20]4[CH:21]=[CH:22][C:17]([O:16][CH3:15])=[CH:18][CH:19]=4)=[C:24]([C:39]4[CH:44]=[CH:43][CH:42]=[CH:41][CH:40]=4)[O:25][C:26]=3[N:27]=[CH:28][N:29]=2)[CH2:34]1)[CH3:5]. (3) Given the reactants I([O-])(=O)(=O)=O.[Na+].[Br:7][C:8]1[CH:9]=[CH:10][C:11]([N+:16]([O-:18])=[O:17])=[C:12]([S:14][CH3:15])[CH:13]=1.CO.[O:21]1CCCC1, predict the reaction product. The product is: [Br:7][C:8]1[CH:9]=[CH:10][C:11]([N+:16]([O-:18])=[O:17])=[C:12]([S:14]([CH3:15])=[O:21])[CH:13]=1. (4) Given the reactants [OH:1][CH2:2][C:3]1[CH:8]=[CH:7][N:6]([C:9]2[CH:14]=[CH:13][C:12]([O:15]COCC[Si](C)(C)C)=[C:11]([O:24][CH3:25])[CH:10]=2)[C:5](=[O:26])[CH:4]=1.CO.Cl.O1CCOCC1, predict the reaction product. The product is: [OH:15][C:12]1[CH:13]=[CH:14][C:9]([N:6]2[CH:7]=[CH:8][C:3]([CH2:2][OH:1])=[CH:4][C:5]2=[O:26])=[CH:10][C:11]=1[O:24][CH3:25]. (5) Given the reactants [N+:1]([C:4]1[CH:5]=[C:6]2[C:10](=[CH:11][CH:12]=1)[NH:9][CH:8]=[CH:7]2)([O-:3])=[O:2].[OH-].[K+].[CH3:15]I, predict the reaction product. The product is: [CH3:15][N:9]1[C:10]2[C:6](=[CH:5][C:4]([N+:1]([O-:3])=[O:2])=[CH:12][CH:11]=2)[CH:7]=[CH:8]1. (6) Given the reactants [C:1]([C:3]([C:11]1[S:15][CH:14]=[C:13]([C:16]#[N:17])[CH:12]=1)([CH:8]([CH3:10])[CH3:9])[CH2:4][CH2:5][CH2:6]O)#[N:2].S(Cl)(C)(=O)=O.[C:23]([C:25]1[CH:39]=[CH:38][C:28]([O:29][CH2:30][CH2:31][N:32]2[CH2:37][CH2:36][NH:35][CH2:34][CH2:33]2)=[CH:27][CH:26]=1)#[N:24].[I-].[Na+], predict the reaction product. The product is: [C:1]([C:3]([C:11]1[S:15][CH:14]=[C:13]([C:16]#[N:17])[CH:12]=1)([CH:8]([CH3:10])[CH3:9])[CH2:4][CH2:5][CH2:6][N:35]1[CH2:34][CH2:33][N:32]([CH2:31][CH2:30][O:29][C:28]2[CH:38]=[CH:39][C:25]([C:23]#[N:24])=[CH:26][CH:27]=2)[CH2:37][CH2:36]1)#[N:2]. (7) Given the reactants [Br:1][C:2]1[C:7]([CH3:8])=[CH:6][CH:5]=[CH:4][C:3]=1I.C(N(CC)CC)C.[CH3:17][C:18]([CH3:22])([CH3:21])[C:19]#[CH:20], predict the reaction product. The product is: [Br:1][C:2]1[C:7]([CH3:8])=[CH:6][CH:5]=[CH:4][C:3]=1[C:20]#[C:19][C:18]([CH3:22])([CH3:21])[CH3:17].